This data is from Reaction yield outcomes from USPTO patents with 853,638 reactions. The task is: Predict the reaction yield, written as a fraction of the theoretical maximum amount of product (1.0 means a 100% yield; for example, 0.34 means a 34% yield). (1) The reactants are [Cl:1][C:2]1[CH:7]=[CH:6][C:5]([C:8]2([CH2:18][C:19]#[N:20])[CH2:17][CH2:16][C:11]3(OCC[O:12]3)[CH2:10][CH2:9]2)=[CH:4][CH:3]=1.CC1C=CC(S(O)(=O)=O)=CC=1. The catalyst is CC(=O)C.O. The product is [Cl:1][C:2]1[CH:3]=[CH:4][C:5]([C:8]2([CH2:18][C:19]#[N:20])[CH2:9][CH2:10][C:11](=[O:12])[CH2:16][CH2:17]2)=[CH:6][CH:7]=1. The yield is 0.720. (2) The reactants are [C:1]([NH:4][C@@H:5]1[CH2:10][C@H:9]([NH2:11])[CH2:8][CH2:7][C@@H:6]1[N:12]1[CH2:16][CH2:15][C@H:14]([NH:17][C:18](=[O:27])[O:19][CH2:20][C:21]2[CH:26]=[CH:25][CH:24]=[CH:23][CH:22]=2)[C:13]1=[O:28])(=[O:3])[CH3:2].C(N(CC)CC)C.[CH3:36][O:37][C:38]1[CH:45]=[CH:44][C:41]([CH:42]=O)=[CH:40][CH:39]=1.[BH4-].[Na+]. The catalyst is CO.C([O-])(O)=O.[Na+].CCOC(C)=O. The product is [C:1]([NH:4][C@@H:5]1[CH2:10][C@H:9]([NH:11][CH2:42][C:41]2[CH:44]=[CH:45][C:38]([O:37][CH3:36])=[CH:39][CH:40]=2)[CH2:8][CH2:7][C@@H:6]1[N:12]1[CH2:16][CH2:15][C@H:14]([NH:17][C:18](=[O:27])[O:19][CH2:20][C:21]2[CH:22]=[CH:23][CH:24]=[CH:25][CH:26]=2)[C:13]1=[O:28])(=[O:3])[CH3:2]. The yield is 0.960. (3) The reactants are C([O:5][C:6](=[O:21])[CH2:7][N:8]1[CH2:14][C:13]2[CH:15]=[C:16]([Br:19])[CH:17]=[N:18][C:12]=2[NH:11][C:10](=[O:20])[CH2:9]1)(C)(C)C.C(O)(C(F)(F)F)=O.C(Cl)[Cl:30]. No catalyst specified. The product is [ClH:30].[Br:19][C:16]1[CH:17]=[N:18][C:12]2[NH:11][C:10](=[O:20])[CH2:9][N:8]([CH2:7][C:6]([OH:21])=[O:5])[CH2:14][C:13]=2[CH:15]=1. The yield is 0.980. (4) The yield is 0.490. The catalyst is C(#N)C. The product is [Cl:1][C:2]1[N:24]=[C:4]([Cl:8])[N:5]=[C:6]([S:9][C:10]2[CH:11]=[CH:12][C:13]([NH:16][C:17]([CH:19]3[CH2:20][CH2:21]3)=[O:18])=[CH:14][CH:15]=2)[N:7]=1. The reactants are [Cl:1][C:2]1[N:7]=[CH:6][N:5]=[C:4]([Cl:8])C=1.[SH:9][C:10]1[CH:15]=[CH:14][C:13]([NH:16][C:17]([CH:19]2[CH2:21][CH2:20]2)=[O:18])=[CH:12][CH:11]=1.C([N:24](CC)CC)C.O. (5) The reactants are [CH2:1]([C@@H:8]1[C@@H:16]([OH:17])[C@H:15]([CH3:18])[O:14][C:13](=[O:19])[C@@H:12]([NH:20][C:21](=[O:27])[O:22][C:23]([CH3:26])([CH3:25])[CH3:24])[CH2:11][O:10][CH2:9]1)[C:2]1[CH:7]=[CH:6][CH:5]=[CH:4][CH:3]=1.[C:28]([O:32][CH3:33])(=[O:31])[C:29]#[CH:30]. The catalyst is C(Cl)Cl.C1N2CCN(CC2)C1. The product is [CH2:1]([C@H:8]1[CH2:9][O:10][CH2:11][C@H:12]([NH:20][C:21]([O:22][C:23]([CH3:26])([CH3:25])[CH3:24])=[O:27])[C:13](=[O:19])[O:14][C@@H:15]([CH3:18])[C@@H:16]1[O:17]/[CH:30]=[CH:29]/[C:28]([O:32][CH3:33])=[O:31])[C:2]1[CH:3]=[CH:4][CH:5]=[CH:6][CH:7]=1. The yield is 0.910.